This data is from Catalyst prediction with 721,799 reactions and 888 catalyst types from USPTO. The task is: Predict which catalyst facilitates the given reaction. (1) Reactant: [Cl:1][C:2]1[N:7]=[CH:6][N:5]=[C:4]([NH2:8])[CH:3]=1.C(=O)([O-])[O-].[Cs+].[Cs+].Cl[C:16]([O:18][C:19]1[CH:24]=[CH:23][CH:22]=[CH:21][CH:20]=1)=[O:17]. Product: [Cl:1][C:2]1[N:7]=[CH:6][N:5]=[C:4]([NH:8][C:16](=[O:17])[O:18][C:19]2[CH:24]=[CH:23][CH:22]=[CH:21][CH:20]=2)[CH:3]=1. The catalyst class is: 1. (2) Product: [Br:1][C:2]1[CH:3]=[C:4]2[C:8](=[CH:9][CH:10]=1)[N:7]([CH2:20][CH2:21][N:22]1[CH2:26][CH2:25][CH2:24][CH2:23]1)[N:6]=[C:5]2[CH3:11]. The catalyst class is: 58. Reactant: [Br:1][C:2]1[CH:3]=[C:4]2[C:8](=[CH:9][CH:10]=1)[NH:7][N:6]=[C:5]2[CH3:11].C([O-])([O-])=O.[Cs+].[Cs+].Cl.Cl[CH2:20][CH2:21][N:22]1[CH2:26][CH2:25][CH2:24][CH2:23]1.